Dataset: Reaction yield outcomes from USPTO patents with 853,638 reactions. Task: Predict the reaction yield, written as a fraction of the theoretical maximum amount of product (1.0 means a 100% yield; for example, 0.34 means a 34% yield). (1) The reactants are [CH:1]1([C:4]#[C:5][C:6]2[CH:16]=[CH:15][C:9]([C:10]([O:12]CC)=[O:11])=[CH:8][C:7]=2[O:17][CH2:18][CH:19]2[CH2:21][CH2:20]2)[CH2:3][CH2:2]1.[Li+].[OH-].CO. The catalyst is O. The product is [CH:1]1([C:4]#[C:5][C:6]2[CH:16]=[CH:15][C:9]([C:10]([OH:12])=[O:11])=[CH:8][C:7]=2[O:17][CH2:18][CH:19]2[CH2:21][CH2:20]2)[CH2:2][CH2:3]1. The yield is 0.980. (2) The reactants are [CH3:1][C:2]([CH3:26])=[CH:3][CH2:4][C:5]1[C:6]([OH:25])=[CH:7][C:8]([O:23][CH3:24])=[C:9]([C:12](/[CH:14]=[CH:15]/[C:16]2[CH:17]=[CH:18][C:19]([OH:22])=[CH:20][CH:21]=2)=[O:13])[C:10]=1[OH:11]. The catalyst is C(O)=O. The product is [OH:11][C:10]1[C:9]([C:12](=[O:13])/[CH:14]=[CH:15]/[C:16]2[CH:17]=[CH:18][C:19]([OH:22])=[CH:20][CH:21]=2)=[C:8]([O:23][CH3:24])[CH:7]=[C:6]2[C:5]=1[CH2:4][CH2:3][C:2]([CH3:26])([CH3:1])[O:25]2. The yield is 0.375. (3) The reactants are C(N(CC)CC)C.Cl.Cl.[NH2:10][C@H:11]1[CH:16]2[CH2:17][CH2:18][N:13]([CH2:14][CH2:15]2)[CH2:12]1.[CH3:19][O:20][C:21]1[CH:29]=[CH:28][CH:27]=[CH:26][C:22]=1[C:23](O)=[O:24].[I-].ClC1C=CC=C[N+]=1C. The catalyst is O.C(#N)C. The product is [CH3:19][O:20][C:21]1[CH:29]=[CH:28][CH:27]=[CH:26][C:22]=1[C:23]([NH:10][C@H:11]1[CH:16]2[CH2:17][CH2:18][N:13]([CH2:14][CH2:15]2)[CH2:12]1)=[O:24]. The yield is 0.850. (4) The product is [CH:4]12[N:7]([CH2:8][CH2:9][O:10][C:11]3[CH:16]=[CH:15][C:14]([NH:17][C:35]([NH:42][CH2:41][C:40]4[CH:43]=[CH:44][C:45]([F:47])=[CH:46][C:39]=4[F:38])=[O:36])=[CH:13][C:12]=3[C:18]3[N:19]([CH3:24])[N:20]=[CH:21][C:22]=3[Br:23])[CH:1]([CH2:2][CH2:3]1)[CH2:6][CH2:5]2. The catalyst is ClCCCl. The yield is 0.870. The reactants are [CH:1]12[N:7]([CH2:8][CH2:9][O:10][C:11]3[CH:16]=[CH:15][C:14]([NH2:17])=[CH:13][C:12]=3[C:18]3[N:19]([CH3:24])[N:20]=[CH:21][C:22]=3[Br:23])[CH:4]([CH2:5][CH2:6]1)[CH2:3][CH2:2]2.C1C([N+]([O-])=O)=CC=C([Cl-][C:35]([O-])=[O:36])C=1.[F:38][C:39]1[CH:46]=[C:45]([F:47])[CH:44]=[CH:43][C:40]=1[CH2:41][NH2:42].C(N(CC)C(C)C)(C)C. (5) The reactants are [N+:1]([C:4]1[CH:5]=[C:6]2[C:11](=[CH:12][CH:13]=1)[N:10]=[CH:9][N:8]=[C:7]2[N:14]1[CH2:19][CH2:18][N:17]([C:20]([O:22][C:23]([CH3:26])([CH3:25])[CH3:24])=[O:21])[CH2:16][CH2:15]1)([O-])=O. The catalyst is COCCO.[Pd]. The product is [NH2:1][C:4]1[CH:5]=[C:6]2[C:11](=[CH:12][CH:13]=1)[N:10]=[CH:9][N:8]=[C:7]2[N:14]1[CH2:19][CH2:18][N:17]([C:20]([O:22][C:23]([CH3:26])([CH3:25])[CH3:24])=[O:21])[CH2:16][CH2:15]1. The yield is 0.950. (6) The reactants are [CH3:1][N:2]1[CH:6]([C:7]([O:9][C:10]([CH3:13])([CH3:12])[CH3:11])=[O:8])[CH2:5][NH:4][C:3]1=[O:14].Br[C:16]1[CH:17]=[CH:18][C:19]([O:22][CH3:23])=[N:20][CH:21]=1.C(=O)([O-])[O-].[Cs+].[Cs+].CC1(C)C2C(=C(P(C3C=CC=CC=3)C3C=CC=CC=3)C=CC=2)OC2C(P(C3C=CC=CC=3)C3C=CC=CC=3)=CC=CC1=2. The catalyst is O1CCOCC1.C1C=CC(/C=C/C(/C=C/C2C=CC=CC=2)=O)=CC=1.C1C=CC(/C=C/C(/C=C/C2C=CC=CC=2)=O)=CC=1.C1C=CC(/C=C/C(/C=C/C2C=CC=CC=2)=O)=CC=1.[Pd].[Pd]. The product is [CH3:1][N:2]1[CH:6]([C:7]([O:9][C:10]([CH3:11])([CH3:13])[CH3:12])=[O:8])[CH2:5][N:4]([C:16]2[CH:21]=[N:20][C:19]([O:22][CH3:23])=[CH:18][CH:17]=2)[C:3]1=[O:14]. The yield is 0.434. (7) The reactants are B(Cl)([C@@H]1[C@@H](C)[C@@H]2C(C)(C)[C@@H](C2)C1)[C@@H]1[C@@H](C)[C@@H]2C(C)(C)[C@@H](C2)C1.[CH3:23][O:24][C:25]1[C:45]([O:46][CH3:47])=[CH:44][CH:43]=[CH:42][C:26]=1[C:27]([CH:29]1[CH2:34][CH2:33][N:32](C(OC(C)(C)C)=O)[CH2:31][CH2:30]1)=[O:28].N(CCO)CCO.[OH-].[Na+]. The catalyst is O1CCCC1.O.CC(C)=O. The product is [CH3:23][O:24][C:25]1[C:45]([O:46][CH3:47])=[CH:44][CH:43]=[CH:42][C:26]=1[C@@H:27]([CH:29]1[CH2:30][CH2:31][NH:32][CH2:33][CH2:34]1)[OH:28]. The yield is 0.340.